Dataset: Retrosynthesis with 50K atom-mapped reactions and 10 reaction types from USPTO. Task: Predict the reactants needed to synthesize the given product. (1) Given the product NCCc1ccc(Oc2ccc(C(F)(F)F)cc2)cc1, predict the reactants needed to synthesize it. The reactants are: CC(C)(C)OC(=O)NCCc1ccc(Oc2ccc(C(F)(F)F)cc2)cc1. (2) Given the product CCCCCCC(C)(C)c1ccc(-c2cc(Cl)cc(Cl)c2)c(O)c1, predict the reactants needed to synthesize it. The reactants are: CCCCCCC(C)(C)c1ccc(Br)c(O)c1.OB(O)c1cc(Cl)cc(Cl)c1. (3) Given the product COc1cc(N)ccc1C#N, predict the reactants needed to synthesize it. The reactants are: COc1cc([N+](=O)[O-])ccc1C#N. (4) Given the product O=C(O)c1cc2ccccc2n1CCc1ccc(Cl)cc1, predict the reactants needed to synthesize it. The reactants are: CCOC(=O)c1cc2ccccc2n1CCc1ccc(Cl)cc1. (5) Given the product O=C(Oc1ccccc1)c1ccccc1O, predict the reactants needed to synthesize it. The reactants are: O=C(Oc1ccccc1)Oc1ccccc1. (6) Given the product COc1cc2nccc(Oc3c(Cl)cc(N)cc3Cl)c2cc1OC, predict the reactants needed to synthesize it. The reactants are: COc1cc2nccc(Cl)c2cc1OC.Nc1cc(Cl)c(O)c(Cl)c1. (7) Given the product CNC(=O)c1ccccc1N(C)c1nc(Cl)ncc1Cl, predict the reactants needed to synthesize it. The reactants are: CNC(=O)c1ccccc1NC.Clc1ncc(Cl)c(Cl)n1.